Dataset: Forward reaction prediction with 1.9M reactions from USPTO patents (1976-2016). Task: Predict the product of the given reaction. (1) Given the reactants Br[C:2]1[S:6][C:5]([C:7]([N:9]([C:11]2[CH:16]=[CH:15][CH:14]=[C:13]([O:17][CH3:18])[CH:12]=2)[CH3:10])=[O:8])=[CH:4][CH:3]=1.[F:19][C:20]1[C:25]([O:26][CH3:27])=[CH:24][CH:23]=[CH:22][C:21]=1B(O)O, predict the reaction product. The product is: [F:19][C:20]1[C:25]([O:26][CH3:27])=[CH:24][CH:23]=[CH:22][C:21]=1[C:2]1[S:6][C:5]([C:7]([N:9]([C:11]2[CH:16]=[CH:15][CH:14]=[C:13]([O:17][CH3:18])[CH:12]=2)[CH3:10])=[O:8])=[CH:4][CH:3]=1. (2) Given the reactants C(N(CC)[C:4]([C:6]1[CH:7]=[CH:8][CH:9]=[C:10]2[C:14]=1[NH:13][CH:12]=[C:11]2[CH2:15][C:16]([O:18]C)=O)=O)C.[BH4-].[Na+].[CH3:24][OH:25], predict the reaction product. The product is: [CH2:12]([N:13]([CH2:14][CH3:6])[C:24]([CH2:4][C:6]1[CH:7]=[CH:8][CH:9]=[C:10]2[C:14]=1[NH:13][CH:12]=[C:11]2[CH2:15][CH2:16][OH:18])=[O:25])[CH3:11]. (3) Given the reactants [O:1]1[C:10]2[C:5](=[CH:6][CH:7]=[CH:8][CH:9]=2)[CH2:4][CH2:3][CH:2]1[C:11]([NH2:13])=[O:12].[Cl:14][S:15](O)(=[O:17])=[O:16], predict the reaction product. The product is: [C:11]([CH:2]1[CH2:3][CH2:4][C:5]2[C:10](=[CH:9][CH:8]=[C:7]([S:15]([Cl:14])(=[O:17])=[O:16])[CH:6]=2)[O:1]1)(=[O:12])[NH2:13]. (4) Given the reactants CC([O-])(C)C.[K+].[CH3:7][O:8][C:9]1[CH:14]=[CH:13][C:12]([CH3:15])=[CH:11][CH:10]=1.[SiH:16]([CH2:21][CH3:22])([CH2:19][CH3:20])[CH2:17][CH3:18], predict the reaction product. The product is: [CH2:17]([Si:16]([CH2:21][CH3:22])([CH2:19][CH3:20])[C:10]1[CH:11]=[C:12]([CH3:15])[CH:13]=[CH:14][C:9]=1[O:8][CH3:7])[CH3:18]. (5) Given the reactants C([O-])([O-])=O.[Ca+2].Cl.[Cl:7][C:8]1[CH:9]=[CH:10][C:11]([CH:19]([CH3:21])[CH3:20])=[C:12]([CH:18]=1)[CH2:13][NH:14][CH:15]1[CH2:17][CH2:16]1.[F:22][CH:23]([F:33])[C:24]1[C:28]([CH:29]=[O:30])=[C:27]([F:31])[N:26]([CH3:32])[N:25]=1.S(=O)(O)[O-].[Na+], predict the reaction product. The product is: [Cl:7][C:8]1[CH:9]=[CH:10][C:11]([CH:19]([CH3:21])[CH3:20])=[C:12]([CH:18]=1)[CH2:13][N:14]([CH:15]1[CH2:17][CH2:16]1)[C:29]([C:28]1[C:24]([CH:23]([F:33])[F:22])=[N:25][N:26]([CH3:32])[C:27]=1[F:31])=[O:30]. (6) Given the reactants [NH2:1][C:2]1[C:11]2[C:6](=[CH:7][C:8]([O:14][CH3:15])=[C:9]([O:12][CH3:13])[CH:10]=2)[N:5]=[C:4](Cl)[N:3]=1.[CH3:17][NH:18][CH2:19][CH2:20][C:21]#[N:22].C1(C)C=CC(S(O)(=O)=O)=CC=1, predict the reaction product. The product is: [NH2:1][C:2]1[C:11]2[C:6](=[CH:7][C:8]([O:14][CH3:15])=[C:9]([O:12][CH3:13])[CH:10]=2)[N:5]=[C:4]([CH2:17][NH:18][CH2:19][CH2:20][C:21]#[N:22])[N:3]=1.